This data is from Reaction yield outcomes from USPTO patents with 853,638 reactions. The task is: Predict the reaction yield, written as a fraction of the theoretical maximum amount of product (1.0 means a 100% yield; for example, 0.34 means a 34% yield). (1) The product is [CH2:1]([C:4](=[CH2:10])[C:5]([O:7][CH2:8][CH3:9])=[O:6])[CH2:2][CH3:3]. The catalyst is CCO. The yield is 0.490. The reactants are [CH2:1]([CH:4]([C:10]([O-])=O)[C:5]([O:7][CH2:8][CH3:9])=[O:6])[CH2:2][CH3:3].N1CCCCC1.C=O. (2) The reactants are [CH2:1]([S:3][C:4]1[NH:5][C:6](=O)[C:7]2[S:12][C:11]3[N:13]=[C:14]([C:18]4[CH:23]=[CH:22][CH:21]=[CH:20][CH:19]=4)[CH:15]=[C:16]([CH3:17])[C:10]=3[C:8]=2[N:9]=1)[CH3:2].O=P(Cl)(Cl)[Cl:27].C(=O)([O-])O.[Na+]. No catalyst specified. The product is [Cl:27][C:6]1[C:7]2[S:12][C:11]3[N:13]=[C:14]([C:18]4[CH:23]=[CH:22][CH:21]=[CH:20][CH:19]=4)[CH:15]=[C:16]([CH3:17])[C:10]=3[C:8]=2[N:9]=[C:4]([S:3][CH2:1][CH3:2])[N:5]=1. The yield is 0.220. (3) The reactants are Cl.[CH3:2][O:3][C:4]([C:6]1[CH:7]=[C:8]2[C:13](=[C:14]([CH:16]3[CH2:20][CH2:19][CH2:18][N:17]3C(OC(C)(C)C)=O)[CH:15]=1)[O:12][C:11]([N:28]1[CH2:33][CH2:32][O:31][C@H:30]([CH3:34])[CH2:29]1)=[CH:10][C:9]2=[O:35])=[O:5]. The catalyst is C(Cl)Cl. The product is [CH3:34][C@@H:30]1[CH2:29][N:28]([C:11]2[O:12][C:13]3[C:8]([C:9](=[O:35])[CH:10]=2)=[CH:7][C:6]([C:4]([O:3][CH3:2])=[O:5])=[CH:15][C:14]=3[CH:16]2[CH2:20][CH2:19][CH2:18][NH:17]2)[CH2:33][CH2:32][O:31]1. The yield is 0.820.